From a dataset of Full USPTO retrosynthesis dataset with 1.9M reactions from patents (1976-2016). Predict the reactants needed to synthesize the given product. Given the product [F:1][C:2]1[CH:3]=[CH:4][C:5]([NH:8][C:9](=[O:17])[CH:10]([CH3:16])[C:11]([OH:13])=[O:12])=[CH:6][CH:7]=1, predict the reactants needed to synthesize it. The reactants are: [F:1][C:2]1[CH:7]=[CH:6][C:5]([NH:8][C:9](=[O:17])[CH:10]([CH3:16])[C:11]([O:13]CC)=[O:12])=[CH:4][CH:3]=1.[OH-].[Na+].